Dataset: Forward reaction prediction with 1.9M reactions from USPTO patents (1976-2016). Task: Predict the product of the given reaction. (1) Given the reactants [Cl:1][C:2]1[CH:3]=[C:4]2[CH:10]=[C:9]([Si](CC)(CC)CC)[NH:8][C:5]2=[N:6][CH:7]=1.BrC1C2C(=NC=CC=2)N(S(C2C=CC(C)=CC=2)(=O)=O)C=1.CCCC[N+](CCCC)(CCCC)CCCC.[F-], predict the reaction product. The product is: [Cl:1][C:2]1[CH:3]=[C:4]2[CH:10]=[CH:9][NH:8][C:5]2=[N:6][CH:7]=1. (2) Given the reactants [I:1][C:2]1[CH:3]=[CH:4][C:5]2[N:6]([C:8]([CH3:16])=[C:9]([C:11](OCC)=[O:12])[N:10]=2)[CH:7]=1.[H-].C([Al+]CC(C)C)C(C)C, predict the reaction product. The product is: [I:1][C:2]1[CH:3]=[CH:4][C:5]2[N:6]([C:8]([CH3:16])=[C:9]([CH2:11][OH:12])[N:10]=2)[CH:7]=1. (3) Given the reactants [Cl:1][C:2]1[CH:7]=[CH:6][C:5]([C@H:8]2[C@H:13]([OH:14])[C@@H:12]([OH:15])[C@H:11]([OH:16])[C@@H:10]([CH2:17][OH:18])[O:9]2)=[CH:4][C:3]=1[CH2:19][C:20]1[CH:25]=[CH:24][C:23]([OH:26])=[CH:22][CH:21]=1.C([O-])([O-])=O.[Cs+].[Cs+].CC1C=CC=CC=1S(O[CH2:44][C:45]#[C:46][CH:47]1[CH2:49][CH2:48]1)(=O)=O, predict the reaction product. The product is: [Cl:1][C:2]1[CH:7]=[CH:6][C:5]([C@H:8]2[C@H:13]([OH:14])[C@@H:12]([OH:15])[C@H:11]([OH:16])[C@@H:10]([CH2:17][OH:18])[O:9]2)=[CH:4][C:3]=1[CH2:19][C:20]1[CH:21]=[CH:22][C:23]([O:26][CH2:44][C:45]#[C:46][CH:47]2[CH2:49][CH2:48]2)=[CH:24][CH:25]=1.